From a dataset of Full USPTO retrosynthesis dataset with 1.9M reactions from patents (1976-2016). Predict the reactants needed to synthesize the given product. Given the product [C:10]([O:4][CH2:3][C:2]([CH2:7][OH:8])([CH2:5][OH:6])[CH2:1][OH:9])(=[O:14])[CH2:11][CH2:12][CH3:13], predict the reactants needed to synthesize it. The reactants are: [CH2:1]([OH:9])[C:2]([CH2:7][OH:8])([CH2:5][OH:6])[CH2:3][OH:4].[C:10](O)(=[O:14])[CH2:11][CH2:12][CH3:13].C1(C)C(C)=CC=CC=1.